Task: Regression. Given two drug SMILES strings and cell line genomic features, predict the synergy score measuring deviation from expected non-interaction effect.. Dataset: NCI-60 drug combinations with 297,098 pairs across 59 cell lines (1) Drug 1: CC1=C(C(=CC=C1)Cl)NC(=O)C2=CN=C(S2)NC3=CC(=NC(=N3)C)N4CCN(CC4)CCO. Drug 2: CC1=C(N=C(N=C1N)C(CC(=O)N)NCC(C(=O)N)N)C(=O)NC(C(C2=CN=CN2)OC3C(C(C(C(O3)CO)O)O)OC4C(C(C(C(O4)CO)O)OC(=O)N)O)C(=O)NC(C)C(C(C)C(=O)NC(C(C)O)C(=O)NCCC5=NC(=CS5)C6=NC(=CS6)C(=O)NCCC[S+](C)C)O. Cell line: SF-295. Synergy scores: CSS=42.9, Synergy_ZIP=-3.01, Synergy_Bliss=-3.55, Synergy_Loewe=-0.0230, Synergy_HSA=2.01. (2) Drug 1: CC1C(C(CC(O1)OC2CC(CC3=C2C(=C4C(=C3O)C(=O)C5=C(C4=O)C(=CC=C5)OC)O)(C(=O)CO)O)N)O.Cl. Drug 2: C1CC(=O)NC(=O)C1N2CC3=C(C2=O)C=CC=C3N. Cell line: SF-539. Synergy scores: CSS=-0.360, Synergy_ZIP=0.582, Synergy_Bliss=-2.45, Synergy_Loewe=-4.58, Synergy_HSA=-3.04. (3) Drug 1: C1=CN(C(=O)N=C1N)C2C(C(C(O2)CO)O)O.Cl. Drug 2: COC1=C2C(=CC3=C1OC=C3)C=CC(=O)O2. Cell line: HT29. Synergy scores: CSS=39.6, Synergy_ZIP=-3.32, Synergy_Bliss=-3.94, Synergy_Loewe=-33.3, Synergy_HSA=-1.88. (4) Drug 1: CC(C1=C(C=CC(=C1Cl)F)Cl)OC2=C(N=CC(=C2)C3=CN(N=C3)C4CCNCC4)N. Drug 2: C1=CC=C(C=C1)NC(=O)CCCCCCC(=O)NO. Cell line: NCI-H522. Synergy scores: CSS=24.0, Synergy_ZIP=1.36, Synergy_Bliss=11.2, Synergy_Loewe=10.1, Synergy_HSA=10.2. (5) Drug 1: CCC1=CC2CC(C3=C(CN(C2)C1)C4=CC=CC=C4N3)(C5=C(C=C6C(=C5)C78CCN9C7C(C=CC9)(C(C(C8N6C)(C(=O)OC)O)OC(=O)C)CC)OC)C(=O)OC.C(C(C(=O)O)O)(C(=O)O)O. Synergy scores: CSS=25.0, Synergy_ZIP=-6.42, Synergy_Bliss=-4.36, Synergy_Loewe=-15.2, Synergy_HSA=-2.49. Drug 2: C1=CN(C(=O)N=C1N)C2C(C(C(O2)CO)O)O.Cl. Cell line: U251.